This data is from Forward reaction prediction with 1.9M reactions from USPTO patents (1976-2016). The task is: Predict the product of the given reaction. (1) Given the reactants [CH2:1]([O:3][C:4]([C@@H:6]1[CH2:10][CH:9]([O:11][Si:12]([C:15]([CH3:18])([CH3:17])[CH3:16])([CH3:14])[CH3:13])[CH2:8][C@H:7]1[CH2:19][OH:20])=[O:5])[CH3:2].[Cl:21][C:22]1[CH:27]=[CH:26][C:25](O)=[CH:24][CH:23]=1.C1(P(C2C=CC=CC=2)C2C=CC=CC=2)C=CC=CC=1.C(OC(N=NC(OC(C)(C)C)=O)=O)(C)(C)C, predict the reaction product. The product is: [CH2:1]([O:3][C:4]([C@@H:6]1[CH2:10][CH:9]([O:11][Si:12]([C:15]([CH3:16])([CH3:18])[CH3:17])([CH3:13])[CH3:14])[CH2:8][C@H:7]1[CH2:19][O:20][C:25]1[CH:26]=[CH:27][C:22]([Cl:21])=[CH:23][CH:24]=1)=[O:5])[CH3:2]. (2) Given the reactants [Cl:1][C:2]1[N:3]=[CH:4][C:5]([C:8]([OH:10])=[O:9])=[N:6][CH:7]=1.[CH2:11]([O:18][CH2:19][CH:20](O)[CH2:21][O:22][CH2:23][C:24]1[CH:29]=[CH:28][CH:27]=[CH:26][CH:25]=1)[C:12]1[CH:17]=[CH:16][CH:15]=[CH:14][CH:13]=1.O=C1N(P(Cl)(N2CCOC2=O)=O)CCO1.C(N(CC)CC)C, predict the reaction product. The product is: [CH2:11]([O:18][CH2:19][CH:20]([O:9][C:8]([C:5]1[CH:4]=[N:3][C:2]([Cl:1])=[CH:7][N:6]=1)=[O:10])[CH2:21][O:22][CH2:23][C:24]1[CH:25]=[CH:26][CH:27]=[CH:28][CH:29]=1)[C:12]1[CH:13]=[CH:14][CH:15]=[CH:16][CH:17]=1. (3) Given the reactants [C:1](NCC(O)=O)([O:3][CH2:4][CH:5]1[C:17]2[C:12](=[CH:13][CH:14]=[CH:15][CH:16]=2)[C:11]2[C:6]1=[CH:7][CH:8]=[CH:9][CH:10]=2)=[O:2].N1(O)C2C=CC=CC=2N=N1.[OH:33][C:34]([C:36](F)(F)F)=O.[CH3:40][O:41][C:42]([C@@H:44]1[CH2:48][C:47]([F:50])([F:49])[CH2:46][NH:45]1)=[O:43].F[P-](F)(F)(F)(F)F.N1(O[P+](N(C)C)(N(C)C)N(C)C)C2C=CC=CC=2N=N1, predict the reaction product. The product is: [CH:16]1[C:17]2[CH:5]([CH2:4][O:3][C:1]([CH2:36][C:34]([N:45]3[CH2:46][C:47]([F:50])([F:49])[CH2:48][C@@H:44]3[C:42]([O:41][CH3:40])=[O:43])=[O:33])=[O:2])[C:6]3[C:11](=[CH:10][CH:9]=[CH:8][CH:7]=3)[C:12]=2[CH:13]=[CH:14][CH:15]=1. (4) Given the reactants C(OC(=O)[NH:7][C:8]1[CH:13]=[C:12]([N:14]([CH3:16])[CH3:15])[C:11]([C:17]([F:20])([F:19])[F:18])=[CH:10][C:9]=1[NH:21][C:22](=[O:46])[CH2:23][C:24](=O)[C:25]1[CH:30]=[CH:29][CH:28]=[C:27]([N:31]2[C:35]([CH2:36][CH2:37][O:38]C3CCCCO3)=[CH:34][N:33]=[N:32]2)[CH:26]=1)(C)(C)C.C(O)(C(F)(F)F)=O, predict the reaction product. The product is: [CH3:15][N:14]([CH3:16])[C:12]1[C:11]([C:17]([F:18])([F:20])[F:19])=[CH:10][C:9]2[NH:21][C:22](=[O:46])[CH2:23][C:24]([C:25]3[CH:30]=[CH:29][CH:28]=[C:27]([N:31]4[C:35]([CH2:36][CH2:37][OH:38])=[CH:34][N:33]=[N:32]4)[CH:26]=3)=[N:7][C:8]=2[CH:13]=1. (5) The product is: [Br:8][C:9]1[N:14]=[CH:13][C:12]([O:1][C@@H:2]2[CH2:6][CH2:5][NH:4][C:3]2=[O:7])=[CH:11][CH:10]=1. Given the reactants [OH:1][C@H:2]1[CH2:6][CH2:5][NH:4][C:3]1=[O:7].[Br:8][C:9]1[N:14]=[CH:13][C:12](O)=[CH:11][CH:10]=1, predict the reaction product. (6) Given the reactants [F:1][C:2]1([F:9])[CH2:7][CH2:6][C:5](=[O:8])[CH:4]=[CH:3]1.C(=O)([O-])[O-].[K+].[K+].[I:16]I, predict the reaction product. The product is: [F:1][C:2]1([F:9])[CH2:7][CH2:6][C:5](=[O:8])[C:4]([I:16])=[CH:3]1. (7) Given the reactants [CH3:1][S:2]([C:5]1[CH:10]=[CH:9][CH:8]=[CH:7][CH:6]=1)(=[O:4])=[O:3].[CH:11]([NH:14]C(C)C)(C)[CH3:12].[Li].[CH2:19]1[CH2:23][O:22][CH2:21][CH2:20]1, predict the reaction product. The product is: [C:5]1([S:2]([CH2:1][C:21]([C:20]2[CH:19]=[CH:23][CH:12]=[CH:11][N:14]=2)=[O:22])(=[O:4])=[O:3])[CH:10]=[CH:9][CH:8]=[CH:7][CH:6]=1. (8) Given the reactants [CH3:1][C:2]1[O:6][C:5]([C:7]2[CH:12]=[CH:11][CH:10]=[CH:9][CH:8]=2)=[N:4][C:3]=1[CH2:13][O:14][C:15]1[CH:35]=[CH:34][C:18]([O:19][CH2:20][C:21]2[O:25][C:24]([C:26]3[CH:31]=[CH:30][CH:29]=[CH:28][CH:27]=3)=[N:23][C:22]=2[CH2:32][OH:33])=[CH:17][CH:16]=1, predict the reaction product. The product is: [CH3:1][C:2]1[O:6][C:5]([C:7]2[CH:8]=[CH:9][CH:10]=[CH:11][CH:12]=2)=[N:4][C:3]=1[CH2:13][O:14][C:15]1[CH:35]=[CH:34][C:18]([O:19][CH2:20][C:21]2[O:25][C:24]([C:26]3[CH:27]=[CH:28][CH:29]=[CH:30][CH:31]=3)=[N:23][C:22]=2[CH:32]=[O:33])=[CH:17][CH:16]=1. (9) Given the reactants CN1CCOCC1.[N:8]1[C:17]2[C:12](=[CH:13][CH:14]=[CH:15][CH:16]=2)[C:11]([C:18]2([C:21]([OH:23])=O)[CH2:20][CH2:19]2)=[CH:10][CH:9]=1.Cl.Cl.[F:26][C:27]1[C:32]2[C:33](=[O:40])[O:34][C:35]3([CH2:39][CH2:38][NH:37][CH2:36]3)[C:31]=2[CH:30]=[CH:29][N:28]=1.F[P-](F)(F)(F)(F)F.N1(O[P+](N2CCCC2)(N2CCCC2)N2CCCC2)C2C=CC=CC=2N=N1.CN(C)C=O, predict the reaction product. The product is: [F:26][C:27]1[C:32]2[C:33](=[O:40])[O:34][C:35]3([CH2:39][CH2:38][N:37]([C:21]([C:18]4([C:11]5[C:12]6[C:17](=[CH:16][CH:15]=[CH:14][CH:13]=6)[N:8]=[CH:9][CH:10]=5)[CH2:19][CH2:20]4)=[O:23])[CH2:36]3)[C:31]=2[CH:30]=[CH:29][N:28]=1. (10) Given the reactants [Br:1][C:2]1[C:3]2[N:10]([C:11]3[CH:16]=[CH:15][C:14]([O:17]C)=[CH:13][CH:12]=3)[C:9]([C:19]3[C:20]([NH2:24])=[N:21][O:22][N:23]=3)=[N:8][C:4]=2[CH:5]=[N:6][CH:7]=1.B(Br)(Br)Br, predict the reaction product. The product is: [NH2:24][C:20]1[C:19]([C:9]2[N:10]([C:11]3[CH:16]=[CH:15][C:14]([OH:17])=[CH:13][CH:12]=3)[C:3]3[C:2]([Br:1])=[CH:7][N:6]=[CH:5][C:4]=3[N:8]=2)=[N:23][O:22][N:21]=1.